Predict the reaction yield, written as a fraction of the theoretical maximum amount of product (1.0 means a 100% yield; for example, 0.34 means a 34% yield). From a dataset of Reaction yield outcomes from USPTO patents with 853,638 reactions. (1) The reactants are [CH3:1][C:2]1[CH:7]=[CH:6][C:5]([S:8]([NH:11][CH2:12][C:13]([O:15][CH3:16])=[O:14])(=[O:10])=[O:9])=[CH:4][CH:3]=1.[C:17]([O-])([O-])=O.[Cs+].[Cs+].CI. The catalyst is CN(C=O)C.O. The product is [CH3:17][N:11]([CH2:12][C:13]([O:15][CH3:16])=[O:14])[S:8]([C:5]1[CH:6]=[CH:7][C:2]([CH3:1])=[CH:3][CH:4]=1)(=[O:10])=[O:9]. The yield is 0.850. (2) The catalyst is ClCCl.CN(C)C1C=CN=CC=1. The product is [CH3:42][C:41]([CH3:44])([CH3:43])[O:40][C:38](=[O:39])[CH2:37][CH2:36][O:35][CH2:34][CH2:33][O:32][CH2:31][CH2:30][O:29][CH2:28][CH2:27][NH:26][C:5]([C:4]1[CH:3]=[C:2]([CH:10]=[CH:9][CH:8]=1)[C:1]([OH:12])=[O:11])=[O:7]. The yield is 0.330. The reactants are [C:1]([OH:12])(=[O:11])[C:2]1[CH:10]=[CH:9][CH:8]=[C:4]([C:5]([OH:7])=O)[CH:3]=1.CCN=C=NCCCN(C)C.Cl.C[NH:26][CH2:27][CH2:28][O:29][CH2:30][CH2:31][O:32][CH2:33][CH2:34][O:35][CH2:36][CH2:37][C:38]([O:40][C:41]([CH3:44])([CH3:43])[CH3:42])=[O:39]. (3) The reactants are [C:1]1([S:11]([C:14]2[C:22]3[C:17](=[CH:18][CH:19]=[C:20]([N:23]4[CH2:27][CH2:26][C@@H:25]([NH:28][C:29](=[O:35])[O:30][C:31]([CH3:34])([CH3:33])[CH3:32])[CH2:24]4)[CH:21]=3)[NH:16][N:15]=2)(=[O:13])=[O:12])[C:10]2[C:5](=[CH:6][CH:7]=[CH:8][CH:9]=2)[CH:4]=[CH:3][CH:2]=1.[C:36](=O)([O-])[O-].[Cs+].[Cs+].CI. The catalyst is CN(C)C=O. The product is [CH3:36][N:16]1[C:17]2[C:22](=[CH:21][C:20]([N:23]3[CH2:27][CH2:26][C@@H:25]([NH:28][C:29](=[O:35])[O:30][C:31]([CH3:32])([CH3:34])[CH3:33])[CH2:24]3)=[CH:19][CH:18]=2)[C:14]([S:11]([C:1]2[C:10]3[C:5](=[CH:6][CH:7]=[CH:8][CH:9]=3)[CH:4]=[CH:3][CH:2]=2)(=[O:13])=[O:12])=[N:15]1.[CH3:36][N:15]1[C:14]([S:11]([C:1]2[C:10]3[C:5](=[CH:6][CH:7]=[CH:8][CH:9]=3)[CH:4]=[CH:3][CH:2]=2)(=[O:13])=[O:12])=[C:22]2[C:17]([CH:18]=[CH:19][C:20]([N:23]3[CH2:27][CH2:26][C@@H:25]([NH:28][C:29](=[O:35])[O:30][C:31]([CH3:32])([CH3:34])[CH3:33])[CH2:24]3)=[CH:21]2)=[N:16]1. The yield is 0.720. (4) The reactants are [OH:1][CH2:2][CH2:3][CH2:4][C:5]([O:7][Li:8])=[O:6].N1C=CN=C1.[CH3:14][C:15]([Si:18](Cl)([CH3:20])[CH3:19])([CH3:17])[CH3:16].O. The catalyst is CN(C=O)C. The product is [Si:18]([O:1][CH2:2][CH2:3][CH2:4][C:5]([O:7][Li:8])=[O:6])([C:15]([CH3:17])([CH3:16])[CH3:14])([CH3:20])[CH3:19]. The yield is 0.890. (5) The catalyst is C([O-])(=O)C.[Pd+2].C([O-])(=O)C. The product is [Cl:1][C:2]1[CH:7]=[CH:6][C:5]([C:8]2([OH:40])[CH2:13][CH2:12][N:11]([CH2:14][CH2:15][CH:16]=[C:17]3[C:27]4[C:22](=[N:23][CH:24]=[CH:25][CH:26]=4)[O:21][C:20]4[CH:28]=[CH:29][CH:30]=[C:31]([C:83]([O:79][CH2:77][CH3:78])=[O:84])[C:19]=4[CH2:18]3)[CH2:10][CH2:9]2)=[CH:4][CH:3]=1. The yield is 0.730. The reactants are [Cl:1][C:2]1[CH:7]=[CH:6][C:5]([C:8]2([OH:40])[CH2:13][CH2:12][N:11]([CH2:14][CH2:15][CH:16]=[C:17]3[C:27]4[C:22](=[N:23][CH:24]=[CH:25][CH:26]=4)[O:21][C:20]4[CH:28]=[CH:29][CH:30]=[C:31](OS(C(F)(F)F)(=O)=O)[C:19]=4[CH2:18]3)[CH2:10][CH2:9]2)=[CH:4][CH:3]=1.C1(P(C2C=CC=CC=2)CCCP(C2C=CC=CC=2)C2C=CC=CC=2)C=CC=CC=1.C(N(CC)CC)C.[CH2:77]([OH:79])[CH3:78].CN([CH:83]=[O:84])C. (6) The reactants are [C:1]([O:5][C:6]([N:8]([C:46]([O:48][C:49]([CH3:52])([CH3:51])[CH3:50])=[O:47])[C:9]1[C:10]([C:25]2[O:29][C:28]([C:30]3[CH:35]=[CH:34][C:33]([CH2:36][N:37]([CH3:45])[C:38](=[O:44])[O:39][C:40]([CH3:43])([CH3:42])[CH3:41])=[CH:32][CH:31]=3)=[N:27][N:26]=2)=[N:11][C:12]([C:15]2[CH2:24][CH2:23][C:18]3(OCC[O:19]3)[CH2:17][CH:16]=2)=[CH:13][N:14]=1)=[O:7])([CH3:4])([CH3:3])[CH3:2].Cl. The catalyst is C1COCC1.CCOC(C)=O. The product is [C:49]([O:48][C:46]([N:8]([C:6]([O:5][C:1]([CH3:4])([CH3:3])[CH3:2])=[O:7])[C:9]1[C:10]([C:25]2[O:29][C:28]([C:30]3[CH:35]=[CH:34][C:33]([CH2:36][N:37]([CH3:45])[C:38](=[O:44])[O:39][C:40]([CH3:41])([CH3:42])[CH3:43])=[CH:32][CH:31]=3)=[N:27][N:26]=2)=[N:11][C:12]([C:15]2[CH2:24][CH2:23][C:18](=[O:19])[CH2:17][CH:16]=2)=[CH:13][N:14]=1)=[O:47])([CH3:50])([CH3:51])[CH3:52]. The yield is 0.760. (7) The reactants are [NH2:1][C@H:2]([C:6]([OH:8])=[O:7])[CH:3]([CH3:5])[CH3:4].[OH-].[Na+].[C:11]1([CH2:17][C:18](Cl)=[O:19])[CH:16]=[CH:15][CH:14]=[CH:13][CH:12]=1. No catalyst specified. The product is [C:11]1([CH2:17][C:18]([NH:1][C@H:2]([C:6]([OH:8])=[O:7])[CH:3]([CH3:5])[CH3:4])=[O:19])[CH:16]=[CH:15][CH:14]=[CH:13][CH:12]=1. The yield is 0.690. (8) The reactants are [OH:1][CH2:2][C:3]1[CH:12]=[CH:11][C:6]2[NH:7][C:8](=[O:10])[O:9][C:5]=2[CH:4]=1.N1C=CN=C1.[C:18]([Si:22](Cl)([C:29]1[CH:34]=[CH:33][CH:32]=[CH:31][CH:30]=1)[C:23]1[CH:28]=[CH:27][CH:26]=[CH:25][CH:24]=1)([CH3:21])([CH3:20])[CH3:19].O. The catalyst is CN(C=O)C.CCOCC.C(Cl)Cl. The product is [Si:22]([O:1][CH2:2][C:3]1[CH:12]=[CH:11][C:6]2[NH:7][C:8](=[O:10])[O:9][C:5]=2[CH:4]=1)([C:18]([CH3:21])([CH3:20])[CH3:19])([C:29]1[CH:30]=[CH:31][CH:32]=[CH:33][CH:34]=1)[C:23]1[CH:28]=[CH:27][CH:26]=[CH:25][CH:24]=1. The yield is 0.540. (9) The catalyst is O1CCCC1. The product is [S:19]1[CH:20]=[CH:21][N:22]=[C:18]1[C:14]1[CH:13]=[C:12]2[C:17](=[CH:16][CH:15]=1)[CH:9]([OH:8])[CH2:10][CH2:11]2. The reactants are [Si]([O:8][CH:9]1[C:17]2[C:12](=[CH:13][C:14]([C:18]3[S:19][CH:20]=[CH:21][N:22]=3)=[CH:15][CH:16]=2)[CH2:11][CH2:10]1)(C(C)(C)C)(C)C.[F-].C([N+](CCCC)(CCCC)CCCC)CCC. The yield is 0.990.